From a dataset of Forward reaction prediction with 1.9M reactions from USPTO patents (1976-2016). Predict the product of the given reaction. (1) Given the reactants [CH3:1][C:2]1[N:11]=[C:10]([N:12]([C:14]2[CH:19]=[CH:18][C:17](N)=[CH:16][CH:15]=2)[CH3:13])[C:9]2[C:4](=[CH:5][CH:6]=[CH:7][CH:8]=2)[N:3]=1.[C:21]([BH3-])#[N:22].[Na+].[CH2:25]=O, predict the reaction product. The product is: [CH3:25][N:22]([CH3:21])[C:17]1[CH:18]=[CH:19][C:14]([N:12]([C:10]2[C:9]3[C:4](=[CH:5][CH:6]=[CH:7][CH:8]=3)[N:3]=[C:2]([CH3:1])[N:11]=2)[CH3:13])=[CH:15][CH:16]=1. (2) Given the reactants [C:1]([NH:8][CH2:9][C:10]([OH:12])=O)([O:3][C:4]([CH3:7])([CH3:6])[CH3:5])=[O:2].CN(C(ON1N=NC2C=CC=NC1=2)=[N+](C)C)C.F[P-](F)(F)(F)(F)F.CCN(C(C)C)C(C)C.[CH2:46]([NH:49][C:50]1[C:55]([C:56]#[N:57])=[CH:54][C:53]([C:58]2[O:62][N:61]=[C:60]([C:63]3[CH:73]=[CH:72][C:66]4[CH2:67][CH2:68][NH:69][CH2:70][CH2:71][C:65]=4[CH:64]=3)[N:59]=2)=[CH:52][N:51]=1)[CH2:47][CH3:48], predict the reaction product. The product is: [C:56]([C:55]1[CH:54]=[C:53]([C:58]2[O:62][N:61]=[C:60]([C:63]3[CH:73]=[CH:72][C:66]4[CH2:67][CH2:68][N:69]([C:10](=[O:12])[CH2:9][NH:8][C:1](=[O:2])[O:3][C:4]([CH3:5])([CH3:6])[CH3:7])[CH2:70][CH2:71][C:65]=4[CH:64]=3)[N:59]=2)[CH:52]=[N:51][C:50]=1[NH:49][CH2:46][CH2:47][CH3:48])#[N:57]. (3) Given the reactants [CH3:1][N:2]1[CH:6]([C:7]([OH:9])=O)[CH2:5][N:4]([C:10]2[CH:11]=[N:12][CH:13]=[N:14][CH:15]=2)[C:3]1=[O:16].C(N1CCOCC1)C.O.ON1C2C=CC=CC=2N=N1.Cl.C(N=C=NCCCN(C)C)C.[Cl:48][C:49]1[C:54]([C:55]([F:58])([F:57])[F:56])=[CH:53][CH:52]=[CH:51][C:50]=1[CH2:59][NH2:60], predict the reaction product. The product is: [Cl:48][C:49]1[C:54]([C:55]([F:57])([F:58])[F:56])=[CH:53][CH:52]=[CH:51][C:50]=1[CH2:59][NH:60][C:7]([CH:6]1[CH2:5][N:4]([C:10]2[CH:11]=[N:12][CH:13]=[N:14][CH:15]=2)[C:3](=[O:16])[N:2]1[CH3:1])=[O:9]. (4) Given the reactants C([O:3][C:4]([C:6]1[CH:7]=[C:8]2[C:13](=[CH:14][CH:15]=1)[NH:12][CH:11]([C:16]1[CH:21]=[CH:20][CH:19]=[C:18]([C:22](=[O:30])[NH:23][C:24]3[CH:29]=[CH:28][CH:27]=[CH:26][CH:25]=3)[CH:17]=1)[C:10]([CH3:32])([CH3:31])[CH2:9]2)=[O:5])C.Cl, predict the reaction product. The product is: [CH3:31][C:10]1([CH3:32])[CH2:9][C:8]2[C:13](=[CH:14][CH:15]=[C:6]([C:4]([OH:5])=[O:3])[CH:7]=2)[NH:12][CH:11]1[C:16]1[CH:21]=[CH:20][CH:19]=[C:18]([C:22](=[O:30])[NH:23][C:24]2[CH:25]=[CH:26][CH:27]=[CH:28][CH:29]=2)[CH:17]=1. (5) The product is: [Na+:36].[Na+:36].[C:1]([NH:4][CH2:5][C@@H:6]1[O:10][C:9](=[O:11])[N:8]([C:12]2[CH:17]=[C:16]([F:18])[C:15]([N:19]3[CH2:24][CH2:23][C:22]([O:28][P:29](=[O:30])([O-:31])[O-:32])([CH2:25][O:26][CH3:27])[CH2:21][CH2:20]3)=[C:14]([F:33])[CH:13]=2)[CH2:7]1)(=[O:3])[CH3:2]. Given the reactants [C:1]([NH:4][CH2:5][C@@H:6]1[O:10][C:9](=[O:11])[N:8]([C:12]2[CH:17]=[C:16]([F:18])[C:15]([N:19]3[CH2:24][CH2:23][C:22]([O:28][P:29](=[O:32])([OH:31])[OH:30])([CH2:25][O:26][CH3:27])[CH2:21][CH2:20]3)=[C:14]([F:33])[CH:13]=2)[CH2:7]1)(=[O:3])[CH3:2].C[O-].[Na+:36], predict the reaction product. (6) Given the reactants Cl[C:2]1[C:3]2[CH:10]=[CH:9][NH:8][C:4]=2[N:5]=[CH:6][N:7]=1.[CH3:11][Zn]C, predict the reaction product. The product is: [CH3:11][C:2]1[C:3]2[CH:10]=[CH:9][NH:8][C:4]=2[N:5]=[CH:6][N:7]=1.